Dataset: Full USPTO retrosynthesis dataset with 1.9M reactions from patents (1976-2016). Task: Predict the reactants needed to synthesize the given product. Given the product [CH2:93]([Si:92]([O:91][Si:92]([CH2:81][CH3:83])([CH2:95][CH3:96])[CH2:93][CH3:94])([CH2:97][CH3:98])[CH2:95][CH3:96])[CH3:94], predict the reactants needed to synthesize it. The reactants are: CC[C@@H]1NC(=O)[C@H]([C@H](O)[C@@H](C/C=C/C)C)N(C)C(=O)[C@H](C(C)C)N(C)C(=O)[C@H](CC(C)C)N(C)C(=O)[C@H](CC(C)C)N(C)C(=O)[C@@H](C)NC(=O)[C@H](C)NC(=O)[C@H](CC(C)C)N(C)C(=O)[C@H](C(C)C)NC(=O)[C@H](C[CH:81]([CH3:83])C)N(C)C(=O)CN(C)C1=O.FC(F)(F)S([O:91][Si:92]([CH2:97][CH3:98])([CH2:95][CH3:96])[CH2:93][CH3:94])(=O)=O.O.